From a dataset of Full USPTO retrosynthesis dataset with 1.9M reactions from patents (1976-2016). Predict the reactants needed to synthesize the given product. Given the product [CH3:1][O:2][C:3]1[CH:25]=[C:24]([O:26][CH3:27])[CH:23]=[CH:22][C:4]=1[CH2:5][N:6]1[C:33](=[O:34])[C:28]([C:29]([O:31][CH3:32])=[O:30])=[C:37]([OH:38])[C:8]2[CH2:9][CH2:10][CH2:11][CH2:12][C:13]3[CH:18]=[C:17]([N:19]([CH3:20])[CH3:21])[CH:16]=[CH:15][C:14]=3[C:7]1=2, predict the reactants needed to synthesize it. The reactants are: [CH3:1][O:2][C:3]1[CH:25]=[C:24]([O:26][CH3:27])[CH:23]=[CH:22][C:4]=1[CH2:5][N:6]=[C:7]1[C:14]2[CH:15]=[CH:16][C:17]([N:19]([CH3:21])[CH3:20])=[CH:18][C:13]=2[CH2:12][CH2:11][CH2:10][CH2:9][CH2:8]1.[CH:28]([C:37](OC)=[O:38])([C:33](OC)=[O:34])[C:29]([O:31][CH3:32])=[O:30].